Dataset: Full USPTO retrosynthesis dataset with 1.9M reactions from patents (1976-2016). Task: Predict the reactants needed to synthesize the given product. (1) Given the product [CH3:8][C:1]1[C:6](=[O:7])[CH:5]=[CH:4][C:3](=[O:9])[CH:2]=1, predict the reactants needed to synthesize it. The reactants are: [C:1]1([CH3:8])[C:6]([OH:7])=[CH:5][CH:4]=[CH:3][CH:2]=1.[OH:9]O. (2) Given the product [Cl:42][C:43]1[CH:44]=[C:45]([C@:49]([C@@H:57]2[CH2:62][CH2:61][CH2:60][N:59]([C:29]([NH:1][CH2:2][CH:3]([N:12]([CH3:22])[C:13]([O:15][CH2:16][CH2:17][Si:18]([CH3:20])([CH3:19])[CH3:21])=[O:14])[CH2:4][C:5]3([OH:11])[CH2:10][CH2:9][CH2:8][CH2:7][CH2:6]3)=[O:30])[CH2:58]2)([OH:56])[CH2:50][CH2:51][CH2:52][CH2:53][O:54][CH3:55])[CH:46]=[CH:47][CH:48]=1, predict the reactants needed to synthesize it. The reactants are: [NH2:1][CH2:2][CH:3]([N:12]([CH3:22])[C:13]([O:15][CH2:16][CH2:17][Si:18]([CH3:21])([CH3:20])[CH3:19])=[O:14])[CH2:4][C:5]1([OH:11])[CH2:10][CH2:9][CH2:8][CH2:7][CH2:6]1.C[Si](Cl)(C)C.Cl[C:29](OC1C=CC([N+]([O-])=O)=CC=1)=[O:30].Cl.[Cl:42][C:43]1[CH:44]=[C:45]([C@:49]([C@@H:57]2[CH2:62][CH2:61][CH2:60][NH:59][CH2:58]2)([OH:56])[CH2:50][CH2:51][CH2:52][CH2:53][O:54][CH3:55])[CH:46]=[CH:47][CH:48]=1. (3) Given the product [C:28]([O:32][C:33]([N:35]1[CH2:40][CH2:39][N:38]([CH:24]([C:21]2[CH:22]=[CH:23][C:18]([C:16](=[O:17])[CH2:15][N:12]3[C:11](=[O:27])[CH:10]=[C:9]([O:8][CH2:1][C:2]4[CH:7]=[CH:6][CH:5]=[CH:4][CH:3]=4)[CH:14]=[N:13]3)=[CH:19][CH:20]=2)[CH3:25])[CH2:37][CH2:36]1)=[O:34])([CH3:31])([CH3:29])[CH3:30], predict the reactants needed to synthesize it. The reactants are: [CH2:1]([O:8][C:9]1[CH:14]=[N:13][N:12]([CH2:15][C:16]([C:18]2[CH:23]=[CH:22][C:21]([CH:24](Br)[CH3:25])=[CH:20][CH:19]=2)=[O:17])[C:11](=[O:27])[CH:10]=1)[C:2]1[CH:7]=[CH:6][CH:5]=[CH:4][CH:3]=1.[C:28]([O:32][C:33]([N:35]1[CH2:40][CH2:39][NH:38][CH2:37][CH2:36]1)=[O:34])([CH3:31])([CH3:30])[CH3:29]. (4) Given the product [NH2:7][C@@H:8]([CH2:26][C@H:27]([CH2:31][C:32]1[CH:37]=[CH:36][C:35]([O:38][CH3:39])=[C:34]([O:40][CH2:41][CH2:42][CH2:43][O:44][CH3:45])[CH:33]=1)[CH:28]([CH3:29])[CH3:30])[C@@H:9]([OH:25])[CH2:10][C@@H:11]([CH:12]([CH3:13])[CH3:14])[C:15]([NH:16][CH2:17][C:18]([C:21](=[O:23])[NH2:22])([CH3:20])[CH3:19])=[O:24], predict the reactants needed to synthesize it. The reactants are: C(OC(=O)[NH:7][C@@H:8]([CH2:26][C@H:27]([CH2:31][C:32]1[CH:37]=[CH:36][C:35]([O:38][CH3:39])=[C:34]([O:40][CH2:41][CH2:42][CH2:43][O:44][CH3:45])[CH:33]=1)[CH:28]([CH3:30])[CH3:29])[C@@H:9]([OH:25])[CH2:10][C@H:11]([C:15](=[O:24])[NH:16][CH2:17][C:18]([C:21](=[O:23])[NH2:22])([CH3:20])[CH3:19])[CH:12]([CH3:14])[CH3:13])(C)(C)C.C(=O)(O)[O-].[Na+].